Task: Predict the reaction yield, written as a fraction of the theoretical maximum amount of product (1.0 means a 100% yield; for example, 0.34 means a 34% yield).. Dataset: Reaction yield outcomes from USPTO patents with 853,638 reactions (1) The product is [CH3:1][S:2]([C:5]1[CH:6]=[C:7]([C:11]2[N:16]3[N:17]=[C:18]([NH:20][C:22]4[CH:23]=[CH:24][C:25]([CH2:26][N:27]5[CH2:32][CH2:31][N:30]([CH3:33])[CH2:29][CH2:28]5)=[CH:34][CH:35]=4)[N:19]=[C:15]3[CH:14]=[CH:13][CH:12]=2)[CH:8]=[CH:9][CH:10]=1)(=[O:3])=[O:4]. The yield is 0.440. The reactants are [CH3:1][S:2]([C:5]1[CH:6]=[C:7]([C:11]2[N:16]3[N:17]=[C:18]([NH2:20])[N:19]=[C:15]3[CH:14]=[CH:13][CH:12]=2)[CH:8]=[CH:9][CH:10]=1)(=[O:4])=[O:3].Br[C:22]1[CH:35]=[CH:34][C:25]([CH2:26][N:27]2[CH2:32][CH2:31][N:30]([CH3:33])[CH2:29][CH2:28]2)=[CH:24][CH:23]=1. No catalyst specified. (2) The reactants are [CH3:1][C:2]1([CH3:10])[O:6][C@H:5]([C:7](=O)C)[CH2:4][O:3]1.C1COCC1.Cl.[NH2:17][OH:18].C([O-])([O-])=O.[Na+].[Na+]. The catalyst is O. The product is [CH3:1][C:2]1([CH3:10])[O:6][C@H:5]([CH:7]=[N:17][OH:18])[CH2:4][O:3]1. The yield is 0.974. (3) The reactants are [F:1][C:2]1[CH:3]=[C:4]2[N:13]([S:14]([C:17]3[CH:23]=[CH:22][C:20]([CH3:21])=[CH:19][CH:18]=3)(=[O:16])=[O:15])[CH:12]=[CH:11][C:5]2=[N:6][C:7]=1[C:8](=O)[CH3:9].CC([O-])=O.[Na+].Cl.[NH2:30][OH:31]. The catalyst is CCO. The product is [F:1][C:2]1[CH:3]=[C:4]2[N:13]([S:14]([C:17]3[CH:23]=[CH:22][C:20]([CH3:21])=[CH:19][CH:18]=3)(=[O:16])=[O:15])[CH:12]=[CH:11][C:5]2=[N:6][C:7]=1[C:8](=[N:30][OH:31])[CH3:9]. The yield is 0.900. (4) The reactants are [F:1][C:2]1[C:10]([C:11]([OH:13])=O)=[C:9]2[C:5]([CH:6]=[CH:7][NH:8]2)=[CH:4][CH:3]=1.[C:14]([C:18]1[CH:33]=[CH:32][C:21]([CH2:22][NH:23][CH2:24][CH2:25][C:26]2[CH:31]=[CH:30][CH:29]=[CH:28][CH:27]=2)=[CH:20][CH:19]=1)([CH3:17])([CH3:16])[CH3:15].C(Cl)Cl.CCN=C=NCCCN(C)C.Cl. No catalyst specified. The product is [C:14]([C:18]1[CH:33]=[CH:32][C:21]([CH2:22][N:23]([CH2:24][CH2:25][C:26]2[CH:31]=[CH:30][CH:29]=[CH:28][CH:27]=2)[C:11]([C:10]2[C:2]([F:1])=[CH:3][CH:4]=[C:5]3[C:9]=2[NH:8][CH:7]=[CH:6]3)=[O:13])=[CH:20][CH:19]=1)([CH3:17])([CH3:15])[CH3:16]. The yield is 0.330. (5) The reactants are [CH2:1]([O:8][C:9]1[CH:33]=[CH:32][C:12]([C:13]([NH:15][C:16]2[CH:21]=[CH:20][C:19]([O:22][CH3:23])=[C:18]([O:24]CC3C=CC=CC=3)[CH:17]=2)=[O:14])=[CH:11][C:10]=1[O:34]C)C1C=CC=CC=1.OCC1(OC[C@@H](O)[C@@H](O)[C@H]1O)O. The catalyst is CN(C)C=O.CO.[Pd]. The product is [OH:34][C:10]1[CH:11]=[C:12]([CH:32]=[CH:33][C:9]=1[O:8][CH3:1])[C:13]([NH:15][C:16]1[CH:21]=[CH:20][C:19]([O:22][CH3:23])=[C:18]([OH:24])[CH:17]=1)=[O:14]. The yield is 0.416. (6) The reactants are OCC(C)(C)CCCCC(CCCCC(C)(C)CO)C(O)=O.C[Li].Cl.[OH:26][C:27]([CH:30]([CH2:40][CH2:41][CH2:42][CH2:43][C:44]([CH3:48])([CH3:47])[CH2:45][OH:46])[CH2:31][CH2:32][CH2:33][CH2:34][C:35]([CH3:39])([CH3:38])[CH2:36][OH:37])(C)[CH3:28]. The catalyst is C1COCC1.C(OCC)(=O)C. The product is [OH:46][CH2:45][C:44]([CH3:48])([CH3:47])[CH2:43][CH2:42][CH2:41][CH2:40][CH:30]([CH2:31][CH2:32][CH2:33][CH2:34][C:35]([CH3:39])([CH3:38])[CH2:36][OH:37])[C:27](=[O:26])[CH3:28]. The yield is 0.410. (7) The reactants are [CH2:1]([NH2:4])[CH2:2][NH2:3].[CH3:5][C:6]([O:9][C:10](O[C:10]([O:9][C:6]([CH3:8])([CH3:7])[CH3:5])=[O:11])=[O:11])([CH3:8])[CH3:7]. The catalyst is C(Cl)(Cl)Cl. The product is [NH2:3][CH2:2][CH2:1][NH:4][C:10](=[O:11])[O:9][C:6]([CH3:8])([CH3:7])[CH3:5]. The yield is 0.780. (8) The reactants are Cl[C:2]1[CH:7]=[N:6][CH:5]=[C:4]([Cl:8])[N:3]=1.C1(P(C2CCCCC2)C2CCCCC2)CCCCC1.P([O-])([O-])([O-])=O.[K+].[K+].[K+].CC1(C)C(C)(C)OB([C:44]2[CH:45]=[N:46][N:47]3[CH:52]=[CH:51][CH:50]=[CH:49][C:48]=23)O1. The catalyst is CN(C=O)C.[Pd].[Pd].C(=CC(C=CC1C=CC=CC=1)=O)C1C=CC=CC=1.C(=CC(C=CC1C=CC=CC=1)=O)C1C=CC=CC=1.C(=CC(C=CC1C=CC=CC=1)=O)C1C=CC=CC=1. The product is [Cl:8][C:4]1[N:3]=[C:2]([C:44]2[CH:45]=[N:46][N:47]3[CH:52]=[CH:51][CH:50]=[CH:49][C:48]=23)[CH:7]=[N:6][CH:5]=1. The yield is 0.330. (9) The reactants are [NH2:1][C:2]1[C:3]([C:9]([OH:11])=O)=[CH:4][C:5]([Cl:8])=[N:6][CH:7]=1.O.[CH:13]([NH2:15])=O. No catalyst specified. The product is [Cl:8][C:5]1[N:6]=[CH:7][C:2]2[N:1]=[CH:13][NH:15][C:9](=[O:11])[C:3]=2[CH:4]=1. The yield is 0.860.